From a dataset of Full USPTO retrosynthesis dataset with 1.9M reactions from patents (1976-2016). Predict the reactants needed to synthesize the given product. (1) Given the product [Cl:1][C:2]1[CH:7]=[C:6]([Cl:8])[CH:5]=[CH:4][C:3]=1[C:9]1[CH:14]=[CH:13][N:12]=[C:11]([NH:15][CH:16]([CH3:20])[CH2:17][CH2:18][CH3:19])[C:10]=1[NH2:21], predict the reactants needed to synthesize it. The reactants are: [Cl:1][C:2]1[CH:7]=[C:6]([Cl:8])[CH:5]=[CH:4][C:3]=1[C:9]1[CH:14]=[CH:13][N:12]=[C:11]([NH:15][CH:16]([CH3:20])[CH2:17][CH2:18][CH3:19])[C:10]=1[N+:21]([O-])=O.[O-]S(S([O-])=O)=O.[Na+].[Na+]. (2) Given the product [Br:1][C:2]1[CH:7]=[C:6]2[NH:8][C:9](=[O:42])[C:10]3([CH:15]([C:16]4[CH:21]=[C:20]([Cl:22])[CH:19]=[CH:18][C:17]=4[O:23][C:24]([C:27]([OH:29])=[O:28])([CH2:31][CH3:32])[CH2:25][CH3:26])[CH2:14][C:13](=[O:33])[NH:12][CH:11]3[C:34]3[CH:39]=[C:38]([F:40])[CH:37]=[CH:36][C:35]=3[CH3:41])[C:5]2=[CH:4][CH:3]=1, predict the reactants needed to synthesize it. The reactants are: [Br:1][C:2]1[CH:7]=[C:6]2[NH:8][C:9](=[O:42])[C:10]3([CH:15]([C:16]4[CH:21]=[C:20]([Cl:22])[CH:19]=[CH:18][C:17]=4[O:23][C:24]([CH2:31][CH3:32])([C:27]([O:29]C)=[O:28])[CH2:25][CH3:26])[CH2:14][C:13](=[O:33])[NH:12][CH:11]3[C:34]3[CH:39]=[C:38]([F:40])[CH:37]=[CH:36][C:35]=3[CH3:41])[C:5]2=[CH:4][CH:3]=1.O[Li].O.O. (3) Given the product [C:1]([O:5][C:6]([N:8]1[CH2:13][CH2:12][CH:11]([NH:19][CH2:15][CH2:16][CH2:17][CH3:18])[CH2:10][CH2:9]1)=[O:7])([CH3:4])([CH3:3])[CH3:2], predict the reactants needed to synthesize it. The reactants are: [C:1]([O:5][C:6]([N:8]1[CH2:13][CH2:12][C:11](=O)[CH2:10][CH2:9]1)=[O:7])([CH3:4])([CH3:3])[CH3:2].[CH2:15]([NH2:19])[CH2:16][CH2:17][CH3:18].C(N(CC)CC)C.[Na]. (4) Given the product [F:30][C:2]1([F:1])[CH2:7][CH2:6][N:5]([C:8]2[CH:13]=[CH:12][C:11]([C:14]3[N:18]=[C:17]([C:19]4[CH:20]=[CH:21][C:22]([NH:31][C@H:32]5[CH2:36][CH2:35][C@@H:34]([C:37]([OH:39])=[O:38])[CH2:33]5)=[CH:23][CH:24]=4)[O:16][N:15]=3)=[CH:10][C:9]=2[C:26]([F:29])([F:28])[F:27])[CH2:4][CH2:3]1, predict the reactants needed to synthesize it. The reactants are: [F:1][C:2]1([F:30])[CH2:7][CH2:6][N:5]([C:8]2[CH:13]=[CH:12][C:11]([C:14]3[N:18]=[C:17]([C:19]4[CH:24]=[CH:23][C:22](F)=[CH:21][CH:20]=4)[O:16][N:15]=3)=[CH:10][C:9]=2[C:26]([F:29])([F:28])[F:27])[CH2:4][CH2:3]1.[NH2:31][C@H:32]1[CH2:36][CH2:35][C@@H:34]([C:37]([OH:39])=[O:38])[CH2:33]1.C(=O)([O-])[O-].[K+].[K+].CN(C=O)C. (5) Given the product [Cl:20][C:21]1[N:22]=[C:23]([Cl:28])[CH:24]=[C:25](/[CH:8]=[CH:7]/[C:1]2[CH:6]=[CH:5][CH:4]=[CH:3][CH:2]=2)[N:26]=1, predict the reactants needed to synthesize it. The reactants are: [C:1]1(/[CH:7]=[CH:8]/B(O)O)[CH:6]=[CH:5][CH:4]=[CH:3][CH:2]=1.[O-]P([O-])([O-])=O.[K+].[K+].[K+].[Cl:20][C:21]1[N:26]=[C:25](Cl)[CH:24]=[C:23]([Cl:28])[N:22]=1.O. (6) Given the product [CH2:16]([O:15][CH:13]([CH3:14])[C:12](=[O:23])[CH2:11][CH2:10][CH2:9][CH2:8][CH2:7][C@H:3]([NH:2][C:31]([O:30][C:26]([CH3:29])([CH3:28])[CH3:27])=[O:32])[C:4]([OH:6])=[O:5])[C:17]1[CH:18]=[CH:19][CH:20]=[CH:21][CH:22]=1, predict the reactants needed to synthesize it. The reactants are: Cl.[NH2:2][C@@H:3]([CH2:7][CH2:8][CH2:9][CH2:10][CH2:11][C:12](=[O:23])[CH:13]([O:15][CH2:16][C:17]1[CH:22]=[CH:21][CH:20]=[CH:19][CH:18]=1)[CH3:14])[C:4]([OH:6])=[O:5].[OH-].[Na+].[C:26]([O:30][C:31](O[C:31]([O:30][C:26]([CH3:29])([CH3:28])[CH3:27])=[O:32])=[O:32])([CH3:29])([CH3:28])[CH3:27]. (7) Given the product [F:42][C:2]([F:1])([F:41])[C:3]1[CH:4]=[C:5]([N:11]2[C:15](=[O:16])[C@:14]3([CH2:20][CH2:19][O:18][CH2:17]3)[N:13]([C:21]3[CH:38]=[CH:37][C:24]([C:25]([NH:27][CH3:28])=[O:26])=[C:23]([F:39])[CH:22]=3)[C:12]2=[S:40])[CH:6]=[CH:7][C:8]=1[C:9]#[N:10], predict the reactants needed to synthesize it. The reactants are: [F:1][C:2]([F:42])([F:41])[C:3]1[CH:4]=[C:5]([N:11]2[C:15](=[O:16])[C@:14]3([CH2:20][CH2:19][O:18][CH2:17]3)[N:13]([C:21]3[CH:38]=[CH:37][C:24]([C:25]([N:27](C)[CH2:28]OCC[Si](C)(C)C)=[O:26])=[C:23]([F:39])[CH:22]=3)[C:12]2=[S:40])[CH:6]=[CH:7][C:8]=1[C:9]#[N:10].FC(F)(F)C(O)=O.